From a dataset of Full USPTO retrosynthesis dataset with 1.9M reactions from patents (1976-2016). Predict the reactants needed to synthesize the given product. Given the product [F:26][C:25]([F:28])([F:27])[C:22]1[CH:23]=[CH:24][C:19]([N:8]2[CH2:7][CH2:6][C:5]3([CH2:1][N:2]([C:11]([O:13][C:14]([CH3:17])([CH3:16])[CH3:15])=[O:12])[CH2:3][CH2:4]3)[CH2:10][CH2:9]2)=[CH:20][CH:21]=1, predict the reactants needed to synthesize it. The reactants are: [CH2:1]1[C:5]2([CH2:10][CH2:9][NH:8][CH2:7][CH2:6]2)[CH2:4][CH2:3][N:2]1[C:11]([O:13][C:14]([CH3:17])([CH3:16])[CH3:15])=[O:12].Br[C:19]1[CH:24]=[CH:23][C:22]([C:25]([F:28])([F:27])[F:26])=[CH:21][CH:20]=1.C1C=CC(P(C2C(C3C(P(C4C=CC=CC=4)C4C=CC=CC=4)=CC=C4C=3C=CC=C4)=C3C(C=CC=C3)=CC=2)C2C=CC=CC=2)=CC=1.